Dataset: NCI-60 drug combinations with 297,098 pairs across 59 cell lines. Task: Regression. Given two drug SMILES strings and cell line genomic features, predict the synergy score measuring deviation from expected non-interaction effect. Drug 1: CC12CCC(CC1=CCC3C2CCC4(C3CC=C4C5=CN=CC=C5)C)O. Drug 2: CN1C(=O)N2C=NC(=C2N=N1)C(=O)N. Cell line: CAKI-1. Synergy scores: CSS=-8.07, Synergy_ZIP=-0.497, Synergy_Bliss=-9.54, Synergy_Loewe=-44.6, Synergy_HSA=-11.2.